Dataset: Reaction yield outcomes from USPTO patents with 853,638 reactions. Task: Predict the reaction yield, written as a fraction of the theoretical maximum amount of product (1.0 means a 100% yield; for example, 0.34 means a 34% yield). (1) The reactants are C[O:2][C:3](=[O:32])[C@H:4]([NH:12][C:13]([O:15][CH2:16][C:17]1[CH:18]=[CH:19][C:20]2[O:24][C:23]([C:25]3[CH:30]=[CH:29][CH:28]=[CH:27][CH:26]=3)=[N:22][C:21]=2[CH:31]=1)=[O:14])[CH2:5][C:6]1[CH:11]=[CH:10][CH:9]=[CH:8][CH:7]=1.O.[OH-].[Li+].Cl. The catalyst is O1CCOCC1.O. The product is [C:25]1([C:23]2[O:24][C:20]3[CH:19]=[CH:18][C:17]([CH2:16][O:15][C:13]([NH:12][C@H:4]([CH2:5][C:6]4[CH:7]=[CH:8][CH:9]=[CH:10][CH:11]=4)[C:3]([OH:32])=[O:2])=[O:14])=[CH:31][C:21]=3[N:22]=2)[CH:26]=[CH:27][CH:28]=[CH:29][CH:30]=1. The yield is 0.600. (2) The reactants are [CH3:1][O:2][C:3]1[CH:22]=[CH:21][C:6]([CH2:7][O:8][C@H:9]([C@H:11]([OH:20])[C@H:12]([CH:18]=[CH2:19])[CH2:13][CH2:14][CH:15]([CH3:17])[CH3:16])[CH3:10])=[CH:5][CH:4]=1.CC(O[Bi](OC(C)=O)([C:28]1[CH:33]=[CH:32][CH:31]=[CH:30][CH:29]=1)([C:28]1[CH:33]=[CH:32][CH:31]=[CH:30][CH:29]=1)[C:28]1[CH:33]=[CH:32][CH:31]=[CH:30][CH:29]=1)=O.C1(N(C)C2CCCCC2)CCCCC1. The catalyst is C1(C)C=CC=CC=1.C(O[Cu]OC(=O)C)(=O)C. The product is [CH3:1][O:2][C:3]1[CH:4]=[CH:5][C:6]([CH2:7][O:8][C@H:9]([C@H:11]([O:20][C:28]2[CH:33]=[CH:32][CH:31]=[CH:30][CH:29]=2)[C@H:12]([CH:18]=[CH2:19])[CH2:13][CH2:14][CH:15]([CH3:16])[CH3:17])[CH3:10])=[CH:21][CH:22]=1. The yield is 0.920. (3) The reactants are Cl[C:2]([O:4][CH2:5][CH:6]=[CH2:7])=[O:3].[NH2:8][C:9]1[CH:14]=[C:13]([O:15][Si:16]([CH:23]([CH3:25])[CH3:24])([CH:20]([CH3:22])[CH3:21])[CH:17]([CH3:19])[CH3:18])[C:12]([O:26][CH3:27])=[CH:11][C:10]=1[C:28]([N:30]1[CH:34]=[C:33](/[CH:35]=[CH:36]/[CH3:37])[CH2:32][C@H:31]1[CH2:38][O:39][Si:40]([C:43]([CH3:46])([CH3:45])[CH3:44])([CH3:42])[CH3:41])=[O:29].N1C=CC=CC=1. The catalyst is C(Cl)Cl. The product is [Si:40]([O:39][CH2:38][C@@H:31]1[CH2:32][C:33](/[CH:35]=[CH:36]/[CH3:37])=[CH:34][N:30]1[C:28]([C:10]1[CH:11]=[C:12]([O:26][CH3:27])[C:13]([O:15][Si:16]([CH:17]([CH3:19])[CH3:18])([CH:23]([CH3:25])[CH3:24])[CH:20]([CH3:21])[CH3:22])=[CH:14][C:9]=1[NH:8][C:2](=[O:3])[O:4][CH2:5][CH:6]=[CH2:7])=[O:29])([C:43]([CH3:44])([CH3:46])[CH3:45])([CH3:41])[CH3:42]. The yield is 1.00. (4) The reactants are [C:1]([O:5][CH:6]([C:12]1[C:16](B2OC(C)(C)C(C)(C)O2)=[C:15]([CH3:26])[S:14][C:13]=1[CH3:27])[C:7]([O:9][CH2:10][CH3:11])=[O:8])([CH3:4])([CH3:3])[CH3:2].FC(F)(F)S(O[C:34]1[CH:43]=[CH:42][C:41]2[CH2:40][CH2:39][CH2:38][CH2:37][C:36]=2[CH:35]=1)(=O)=O.C(=O)([O-])[O-].[Na+].[Na+]. The catalyst is CN(C)C=O.O.C1C=CC([P]([Pd]([P](C2C=CC=CC=2)(C2C=CC=CC=2)C2C=CC=CC=2)([P](C2C=CC=CC=2)(C2C=CC=CC=2)C2C=CC=CC=2)[P](C2C=CC=CC=2)(C2C=CC=CC=2)C2C=CC=CC=2)(C2C=CC=CC=2)C2C=CC=CC=2)=CC=1. The product is [C:1]([O:5][CH:6]([C:12]1[C:16]([C:34]2[CH:43]=[CH:42][C:41]3[CH2:40][CH2:39][CH2:38][CH2:37][C:36]=3[CH:35]=2)=[C:15]([CH3:26])[S:14][C:13]=1[CH3:27])[C:7]([O:9][CH2:10][CH3:11])=[O:8])([CH3:2])([CH3:3])[CH3:4]. The yield is 0.770.